This data is from Peptide-MHC class II binding affinity with 134,281 pairs from IEDB. The task is: Regression. Given a peptide amino acid sequence and an MHC pseudo amino acid sequence, predict their binding affinity value. This is MHC class II binding data. (1) The binding affinity (normalized) is 0.253. The peptide sequence is GMFTNRSGSQ. The MHC is DRB1_0901 with pseudo-sequence DRB1_0901. (2) The peptide sequence is QTYYLSMEYLQGRAL. The MHC is DRB1_0405 with pseudo-sequence DRB1_0405. The binding affinity (normalized) is 0.514. (3) The peptide sequence is PTPLAKEDFLRCLVK. The MHC is DRB5_0101 with pseudo-sequence DRB5_0101. The binding affinity (normalized) is 0.230.